The task is: Predict which catalyst facilitates the given reaction.. This data is from Catalyst prediction with 721,799 reactions and 888 catalyst types from USPTO. (1) Product: [C:15]([O:14][C:12]([N:6]1[CH2:7][CH2:8][C@@H:9]([O:10][CH3:11])[C@H:5]1[C:3]([OH:4])=[O:2])=[O:13])([CH3:18])([CH3:16])[CH3:17]. The catalyst class is: 20. Reactant: C[O:2][C:3]([C@@H:5]1[C@H:9]([O:10][CH3:11])[CH2:8][CH2:7][N:6]1[C:12]([O:14][C:15]([CH3:18])([CH3:17])[CH3:16])=[O:13])=[O:4].[Li+].[OH-]. (2) Reactant: [CH3:1][C:2]1[C:6]([C:7]2[CH:16]=[C:15]3[C:10]([C:11]([NH:18][CH:19]([CH3:23])[CH2:20][O:21][CH3:22])=[C:12]([NH2:17])[CH:13]=[N:14]3)=[CH:9][C:8]=2[O:24][CH3:25])=[C:5]([CH3:26])[O:4][N:3]=1.[N:27]([CH2:30][CH2:31][NH:32]C(=O)OC(C)(C)C)=[C:28]=S.C(O)(C(F)(F)F)=O. Product: [CH3:1][C:2]1[C:6]([C:7]2[C:8]([O:24][CH3:25])=[CH:9][C:10]3[C:11]4[N:18]([CH:19]([CH3:23])[CH2:20][O:21][CH3:22])[C:28]([NH:27][CH2:30][CH2:31][NH2:32])=[N:17][C:12]=4[CH:13]=[N:14][C:15]=3[CH:16]=2)=[C:5]([CH3:26])[O:4][N:3]=1. The catalyst class is: 2. (3) Reactant: [Li]CCCC.C(NC(C)C)(C)C.[Br:13][C:14]1[CH:15]=[N:16][CH:17]=[C:18]([F:20])[CH:19]=1.[O:21]1[CH2:24][C:23](=[O:25])[CH2:22]1. Product: [Br:13][C:14]1[CH:15]=[N:16][CH:17]=[C:18]([F:20])[C:19]=1[C:23]1([OH:25])[CH2:24][O:21][CH2:22]1. The catalyst class is: 1. (4) Reactant: [Cl:1][C:2]1[C:7]([C:8]#[N:9])=[CH:6][C:5]([C:10]2[CH:15]=[CH:14][C:13]([O:16][CH3:17])=[CH:12][CH:11]=2)=[C:4]([C:18]2[CH:23]=[CH:22][C:21]([O:24][CH3:25])=[CH:20][CH:19]=2)[N:3]=1.C([O-])([O-])=[O:27].[K+].[K+].OO.Cl. Product: [Cl:1][C:2]1[C:7]([C:8]([NH2:9])=[O:27])=[CH:6][C:5]([C:10]2[CH:11]=[CH:12][C:13]([O:16][CH3:17])=[CH:14][CH:15]=2)=[C:4]([C:18]2[CH:23]=[CH:22][C:21]([O:24][CH3:25])=[CH:20][CH:19]=2)[N:3]=1. The catalyst class is: 16. (5) Reactant: [CH3:1][C:2]1[N:3]2[C:19](=[O:20])[NH:18]/[C:17](=[N:21]\[S:22]([C:25]3[CH:30]=[CH:29][C:28]([CH3:31])=[CH:27][CH:26]=3)(=[O:24])=[O:23])/[C:4]2=[C:5]([S:9]CCC(OCC)=O)[S:6][C:7]=1[CH3:8].[OH-].[K+].Cl. Product: [SH:9][C:5]1[S:6][C:7]([CH3:8])=[C:2]([CH3:1])[N:3]2[C:19](=[O:20])[NH:18]/[C:17](=[N:21]\[S:22]([C:25]3[CH:30]=[CH:29][C:28]([CH3:31])=[CH:27][CH:26]=3)(=[O:24])=[O:23])/[C:4]=12. The catalyst class is: 36. (6) Reactant: S(Cl)([Cl:3])=O.[F:5][C:6]1[CH:11]=[CH:10][CH:9]=[CH:8][C:7]=1[CH:12](O)[CH3:13]. Product: [Cl:3][CH:12]([C:7]1[CH:8]=[CH:9][CH:10]=[CH:11][C:6]=1[F:5])[CH3:13]. The catalyst class is: 22. (7) Reactant: Cl[C:2]1[CH:7]=[C:6]([C:8]([N:10]2[C:18]3[C:13](=[C:14]([F:20])[C:15]([F:19])=[CH:16][CH:17]=3)[CH2:12][CH2:11]2)=[O:9])[CH:5]=[CH:4][N:3]=1.Cl.[NH:22]1[C:27]2[N:28]=[CH:29][CH:30]=[CH:31][C:26]=2[C:25]2([CH2:36][CH2:35][NH:34][CH2:33][CH2:32]2)[O:24][C:23]1=[O:37].C(=O)([O-])[O-].[K+].[K+].O.C(#N)C. Product: [F:20][C:14]1[C:15]([F:19])=[CH:16][CH:17]=[C:18]2[C:13]=1[CH2:12][CH2:11][N:10]2[C:8]([C:6]1[CH:5]=[CH:4][N:3]=[C:2]([N:34]2[CH2:33][CH2:32][C:25]3([O:24][C:23](=[O:37])[NH:22][C:27]4[N:28]=[CH:29][CH:30]=[CH:31][C:26]3=4)[CH2:36][CH2:35]2)[CH:7]=1)=[O:9]. The catalyst class is: 37. (8) Reactant: [F:1][CH:2]([F:14])[S:3]([C:6]1[CH:13]=[CH:12][C:9]([C:10]#[N:11])=[CH:8][CH:7]=1)(=[O:5])=[O:4].B.O1CCCC1. Product: [F:14][CH:2]([F:1])[S:3]([C:6]1[CH:7]=[CH:8][C:9]([CH2:10][NH2:11])=[CH:12][CH:13]=1)(=[O:5])=[O:4]. The catalyst class is: 7.